From a dataset of Catalyst prediction with 721,799 reactions and 888 catalyst types from USPTO. Predict which catalyst facilitates the given reaction. (1) Reactant: [CH2:1]([C:13]1[CH:14]=[C:15]([C:18]([NH2:20])=O)[S:16][CH:17]=1)[CH2:2][CH2:3][CH2:4][CH2:5][CH2:6][CH2:7][CH2:8][CH2:9][CH2:10][CH2:11][CH3:12]. Product: [CH2:1]([C:13]1[CH:14]=[C:15]([C:18]#[N:20])[S:16][CH:17]=1)[CH2:2][CH2:3][CH2:4][CH2:5][CH2:6][CH2:7][CH2:8][CH2:9][CH2:10][CH2:11][CH3:12]. The catalyst class is: 265. (2) Reactant: Cl[C:2]1[CH:7]=[CH:6][C:5]([N+:8]([O-:10])=[O:9])=[CH:4][N:3]=1.[F:11][C:12]1[CH:17]=[CH:16][CH:15]=[CH:14][C:13]=1[OH:18]. Product: [F:11][C:12]1[CH:17]=[CH:16][CH:15]=[CH:14][C:13]=1[O:18][C:2]1[CH:7]=[CH:6][C:5]([N+:8]([O-:10])=[O:9])=[CH:4][N:3]=1. The catalyst class is: 17. (3) Reactant: C(OC([N:8]1[CH2:13][CH2:12][N:11]([C:14]([C:16]2[N:20]3[N:21]=[CH:22][CH:23]=[CH:24][C:19]3=[C:18]([C:25]([O:27][CH2:28][CH3:29])=[O:26])[C:17]=2[CH3:30])=[O:15])[CH2:10][CH2:9]1)=O)(C)(C)C. Product: [CH3:30][C:17]1[C:18]([C:25]([O:27][CH2:28][CH3:29])=[O:26])=[C:19]2[CH:24]=[CH:23][CH:22]=[N:21][N:20]2[C:16]=1[C:14]([N:11]1[CH2:10][CH2:9][NH:8][CH2:13][CH2:12]1)=[O:15]. The catalyst class is: 209. (4) Reactant: [Cl:1][C:2]1[CH:3]=[C:4]([C:9]2[CH:21]=[CH:20][C:12]([C:13]([NH:15][S:16]([CH3:19])(=[O:18])=[O:17])=[O:14])=[CH:11][C:10]=2[O:22][CH:23]2[CH2:26][O:25][CH2:24]2)[CH:5]=[N:6][C:7]=1F.C([O-])([O-])=O.[Cs+].[Cs+].[Cl:33][C:34]1[CH:35]=[C:36]([OH:41])[CH:37]=[CH:38][C:39]=1[CH3:40]. Product: [Cl:1][C:2]1[CH:3]=[C:4]([C:9]2[CH:21]=[CH:20][C:12]([C:13]([NH:15][S:16]([CH3:19])(=[O:18])=[O:17])=[O:14])=[CH:11][C:10]=2[O:22][CH:23]2[CH2:26][O:25][CH2:24]2)[CH:5]=[N:6][C:7]=1[O:41][C:36]1[CH:37]=[CH:38][C:39]([CH3:40])=[C:34]([Cl:33])[CH:35]=1. The catalyst class is: 16. (5) Reactant: [Br:1][C:2]1[CH:7]=[CH:6][C:5]([OH:8])=[CH:4][C:3]=1[CH2:9][CH3:10].CC1C=CC(S(O[CH2:22][C@@H:23]2[CH2:28][N:27]([CH3:29])[C:26]3[CH:30]=[CH:31][CH:32]=[CH:33][C:25]=3[O:24]2)(=O)=O)=CC=1.CN(C)C=O.[Cl-].[Cs+]. Product: [Br:1][C:2]1[CH:7]=[CH:6][C:5]([O:8][CH2:22][C@@H:23]2[CH2:28][N:27]([CH3:29])[C:26]3[CH:30]=[CH:31][CH:32]=[CH:33][C:25]=3[O:24]2)=[CH:4][C:3]=1[CH2:9][CH3:10]. The catalyst class is: 13. (6) Reactant: [Cl:1][C:2]1[CH:7]=[CH:6][C:5]([S:8](Cl)(=[O:10])=[O:9])=[CH:4][CH:3]=1.[CH3:12][C@H:13]([OH:17])[CH2:14][CH2:15][CH3:16].CCN(CC)CC.Cl. Product: [Cl:1][C:2]1[CH:7]=[CH:6][C:5]([S:8]([O:17][C@H:13]([CH2:14][CH2:15][CH3:16])[CH3:12])(=[O:10])=[O:9])=[CH:4][CH:3]=1. The catalyst class is: 808.